Dataset: Full USPTO retrosynthesis dataset with 1.9M reactions from patents (1976-2016). Task: Predict the reactants needed to synthesize the given product. Given the product [CH2:1]([C:3]([F:31])([CH2:29][CH3:30])[CH2:4][N:5]1[CH2:10][CH2:9][CH:8]([CH2:11][O:12][C:13]2[CH:18]=[N:17][C:16]([C:19]3[CH:20]=[CH:21][C:22]([C:23]([OH:25])=[O:24])=[CH:27][CH:28]=3)=[N:15][CH:14]=2)[CH2:7][CH2:6]1)[CH3:2], predict the reactants needed to synthesize it. The reactants are: [CH2:1]([C:3]([F:31])([CH2:29][CH3:30])[CH2:4][N:5]1[CH2:10][CH2:9][CH:8]([CH2:11][O:12][C:13]2[CH:14]=[N:15][C:16]([C:19]3[CH:28]=[CH:27][C:22]([C:23]([O:25]C)=[O:24])=[CH:21][CH:20]=3)=[N:17][CH:18]=2)[CH2:7][CH2:6]1)[CH3:2].O[Li].O.